From a dataset of Forward reaction prediction with 1.9M reactions from USPTO patents (1976-2016). Predict the product of the given reaction. (1) Given the reactants C([NH:8][C:9]([C:28]1([C:31]([C:33]2[CH:38]=[CH:37][C:36]([O:39][CH3:40])=[CH:35][CH:34]=2)=[O:32])[CH2:30][CH2:29]1)([C:14]1[CH:19]=[CH:18][C:17]([O:20][CH2:21][CH2:22][CH2:23][C:24]([F:27])([F:26])[F:25])=[CH:16][CH:15]=1)[C:10]([F:13])([F:12])[F:11])C1C=CC=CC=1.C(O)=O, predict the reaction product. The product is: [NH2:8][C:9]([C:28]1([C:31]([C:33]2[CH:34]=[CH:35][C:36]([O:39][CH3:40])=[CH:37][CH:38]=2)=[O:32])[CH2:30][CH2:29]1)([C:14]1[CH:15]=[CH:16][C:17]([O:20][CH2:21][CH2:22][CH2:23][C:24]([F:27])([F:25])[F:26])=[CH:18][CH:19]=1)[C:10]([F:13])([F:12])[F:11]. (2) Given the reactants [Cl:1][C:2]1[CH:7]=[CH:6][C:5]([C:8]2[N:12]([CH:13]([CH:16]3[CH2:21][CH2:20][CH2:19][CH2:18][CH2:17]3)[CH2:14][OH:15])[C:11]3[CH:22]=[C:23]([F:27])[C:24]([F:26])=[CH:25][C:10]=3[N:9]=2)=[CH:4][CH:3]=1.O[C:29]1[CH:39]=[CH:38][C:32]([C:33]([O:35][CH2:36][CH3:37])=[O:34])=[CH:31][CH:30]=1.C1(P(C2C=CC=CC=2)C2C=CC=CC=2)C=CC=CC=1.N(C(OCC)=O)=NC(OCC)=O, predict the reaction product. The product is: [CH2:36]([O:35][C:33](=[O:34])[C:32]1[CH:38]=[CH:39][C:29]([O:15][CH2:14][CH:13]([N:12]2[C:11]3[CH:22]=[C:23]([F:27])[C:24]([F:26])=[CH:25][C:10]=3[N:9]=[C:8]2[C:5]2[CH:6]=[CH:7][C:2]([Cl:1])=[CH:3][CH:4]=2)[CH:16]2[CH2:17][CH2:18][CH2:19][CH2:20][CH2:21]2)=[CH:30][CH:31]=1)[CH3:37].